Dataset: Full USPTO retrosynthesis dataset with 1.9M reactions from patents (1976-2016). Task: Predict the reactants needed to synthesize the given product. (1) Given the product [CH3:1][O:2][C:3]1[C:23]([O:24][CH3:25])=[CH:22][C:6]2[N:7]([CH2:10][C:11]3[CH:21]=[CH:20][C:14]4[N:15]=[C:16]([S:18]([CH3:19])=[O:34])[O:17][C:13]=4[CH:12]=3)[CH:8]=[N:9][C:5]=2[CH:4]=1, predict the reactants needed to synthesize it. The reactants are: [CH3:1][O:2][C:3]1[C:23]([O:24][CH3:25])=[CH:22][C:6]2[N:7]([CH2:10][C:11]3[CH:21]=[CH:20][C:14]4[N:15]=[C:16]([S:18][CH3:19])[O:17][C:13]=4[CH:12]=3)[CH:8]=[N:9][C:5]=2[CH:4]=1.ClC1C=CC=C(C(OO)=[O:34])C=1.C([O-])(O)=O.[Na+]. (2) Given the product [C:23]([N:8]1[CH2:7][C:4]2([CH2:3][CH2:2][N:1]([C:16]([O:18][C:19]([CH3:22])([CH3:21])[CH3:20])=[O:17])[CH2:6][CH2:5]2)[C:15]2[C:10](=[CH:11][CH:12]=[CH:13][CH:14]=2)[CH2:9]1)(=[O:25])[CH3:24], predict the reactants needed to synthesize it. The reactants are: [N:1]1([C:16]([O:18][C:19]([CH3:22])([CH3:21])[CH3:20])=[O:17])[CH2:6][CH2:5][C:4]2([C:15]3[C:10](=[CH:11][CH:12]=[CH:13][CH:14]=3)[CH2:9][NH:8][CH2:7]2)[CH2:3][CH2:2]1.[C:23](Cl)(=[O:25])[CH3:24].C(N(CC)CC)C. (3) The reactants are: [OH:1][CH2:2][CH2:3][C@@H:4]1[NH:18][C:17](=[O:19])[N:16]([CH3:20])[CH2:15][CH2:14][CH2:13][CH2:12][CH:11]=[CH:10][C@H:9]2[C@@:7]([C:21]([O:23][CH2:24][CH3:25])=[O:22])([CH2:8]2)[NH:6][C:5]1=[O:26].O[C:28]1[C:37]2[C:32](=[C:33]([CH3:40])[C:34]([O:38][CH3:39])=[CH:35][CH:36]=2)[N:31]=[C:30]([C:41]2[CH:42]=[N:43][N:44]([CH2:46][CH2:47][N:48]3[CH2:53][CH2:52][O:51][CH2:50][CH2:49]3)[CH:45]=2)[CH:29]=1.C(C1N=C(C2C=C(OCC[C@@H]3NC(=O)N(C)CCCCC=C[C@H]4[C@@](C(OCC)=O)(C4)NC3=O)C3C(=C(C)C(OC)=CC=3)N=2)SC=1)(C)C. Given the product [CH3:39][O:38][C:34]1[C:33]([CH3:40])=[C:32]2[C:37]([C:28]([O:1][CH2:2][CH2:3][C@@H:4]3[NH:18][C:17](=[O:19])[N:16]([CH3:20])[CH2:15][CH2:14][CH2:13][CH2:12][CH:11]=[CH:10][C@H:9]4[C@@:7]([C:21]([O:23][CH2:24][CH3:25])=[O:22])([CH2:8]4)[NH:6][C:5]3=[O:26])=[CH:29][C:30]([C:41]3[CH:42]=[N:43][N:44]([CH2:46][CH2:47][N:48]4[CH2:49][CH2:50][O:51][CH2:52][CH2:53]4)[CH:45]=3)=[N:31]2)=[CH:36][CH:35]=1, predict the reactants needed to synthesize it.